From a dataset of Full USPTO retrosynthesis dataset with 1.9M reactions from patents (1976-2016). Predict the reactants needed to synthesize the given product. (1) The reactants are: [CH2:1]([P:7](=[O:10])([OH:9])[OH:8])[CH2:2][P:3](=[O:6])([OH:5])[OH:4].C(Cl)(=O)C(Cl)=O.[F:17]/[CH:18]=[C:19]1/[C@H:20]([N:27]2[CH:34]=[CH:33][C:31]([NH2:32])=[N:30][C:28]2=[O:29])[O:21][C@H:22]([CH2:25]O)[C@H:23]/1[OH:24]. Given the product [CH2:1]([P:7]([O:9][CH2:25][C@H:22]1[O:21][C@@H:20]([N:27]2[CH:34]=[CH:33][C:31]([NH2:32])=[N:30][C:28]2=[O:29])/[C:19](=[CH:18]/[F:17])/[C@@H:23]1[OH:24])(=[O:8])[OH:10])[CH2:2][P:3](=[O:5])([OH:4])[OH:6], predict the reactants needed to synthesize it. (2) Given the product [F:34][C:31]([F:32])([F:33])[O:30][C:26]1[CH:25]=[C:24]([C:22]2[N:23]=[C:14]([CH:11]3[CH2:10][CH2:9][CH:8]([C:6]([OH:7])=[O:5])[CH2:13][CH2:12]3)[CH:15]=[C:16]3[C:21]=2[N:20]=[CH:19][CH:18]=[CH:17]3)[CH:29]=[CH:28][CH:27]=1, predict the reactants needed to synthesize it. The reactants are: [OH-].[K+].C([O:5][C:6]([CH:8]1[CH2:13][CH2:12][CH:11]([C:14]2[CH:15]=[C:16]3[C:21](=[C:22]([C:24]4[CH:29]=[CH:28][CH:27]=[C:26]([O:30][C:31]([F:34])([F:33])[F:32])[CH:25]=4)[N:23]=2)[N:20]=[CH:19][CH:18]=[CH:17]3)[CH2:10][CH2:9]1)=[O:7])C.Cl.